This data is from Forward reaction prediction with 1.9M reactions from USPTO patents (1976-2016). The task is: Predict the product of the given reaction. (1) Given the reactants CS(O[C@H:6]([CH3:23])[CH2:7][N:8]([CH2:19][C@@H:20]([NH2:22])[CH3:21])[C:9]([O:11][CH2:12][C:13]1[CH:18]=[CH:17][CH:16]=[CH:15][CH:14]=1)=[O:10])(=O)=O, predict the reaction product. The product is: [CH3:23][C@H:6]1[NH:22][C@H:20]([CH3:21])[CH2:19][N:8]([C:9]([O:11][CH2:12][C:13]2[CH:18]=[CH:17][CH:16]=[CH:15][CH:14]=2)=[O:10])[CH2:7]1. (2) Given the reactants [F:1][C:2]1[CH:3]=[C:4]([CH:6]=[CH:7][C:8]=1[O:9][C:10]1[CH:15]=[CH:14][N:13]=[CH:12][C:11]=1[I:16])[NH2:5].C(N(C(C)C)CC)(C)C.[O:26]=[C:27]1[N:31]([C:32]2[CH:37]=[CH:36][CH:35]=[CH:34][CH:33]=2)[CH2:30][CH2:29][N:28]1[C:38](Cl)=[O:39], predict the reaction product. The product is: [F:1][C:2]1[CH:3]=[C:4]([NH:5][C:38]([N:28]2[CH2:29][CH2:30][N:31]([C:32]3[CH:37]=[CH:36][CH:35]=[CH:34][CH:33]=3)[C:27]2=[O:26])=[O:39])[CH:6]=[CH:7][C:8]=1[O:9][C:10]1[CH:15]=[CH:14][N:13]=[CH:12][C:11]=1[I:16]. (3) Given the reactants [Cl:1][C:2]1[CH:3]=[CH:4][C:5]2[O:14][CH2:13][CH2:12][C:11]3[CH:10]=[CH:9][S:8][C:7]=3[C:6]=2[N:15]=1.C(O)(=O)C.[Br:20]N1C(=O)CCC1=O, predict the reaction product. The product is: [Br:20][C:9]1[S:8][C:7]2[C:6]3[N:15]=[C:2]([Cl:1])[CH:3]=[CH:4][C:5]=3[O:14][CH2:13][CH2:12][C:11]=2[CH:10]=1.